From a dataset of Catalyst prediction with 721,799 reactions and 888 catalyst types from USPTO. Predict which catalyst facilitates the given reaction. (1) Reactant: Br[C:2]1[CH:3]=[C:4]([O:8][CH2:9][CH3:10])[CH:5]=[CH:6][CH:7]=1.C1(C)C=CC=CC=1.C(=O)([O-])[O-].[Na+].[Na+].[OH:24][CH2:25][C:26]1[CH:31]=[CH:30][C:29](B(O)O)=[CH:28][CH:27]=1. Product: [CH2:9]([O:8][C:4]1[CH:3]=[C:2]([C:29]2[CH:30]=[CH:31][C:26]([CH2:25][OH:24])=[CH:27][CH:28]=2)[CH:7]=[CH:6][CH:5]=1)[CH3:10]. The catalyst class is: 461. (2) Product: [F:23][C:22]1[C:16]2[O:15][CH2:14][CH:13]([CH2:12][N:25]3[CH2:29][CH2:28][CH2:27][CH2:26]3)[O:18][C:17]=2[CH:19]=[C:20]([F:24])[CH:21]=1. Reactant: CC1C=CC(S(O[CH2:12][CH:13]2[O:18][C:17]3[CH:19]=[C:20]([F:24])[CH:21]=[C:22]([F:23])[C:16]=3[O:15][CH2:14]2)(=O)=O)=CC=1.[NH:25]1[CH2:29][CH2:28][CH2:27][CH2:26]1. The catalyst class is: 10. (3) Reactant: [N:1]1([C:7]2[S:8][C:9]3[C:15]([NH2:16])=[CH:14][CH:13]=[CH:12][C:10]=3[N:11]=2)[CH2:6][CH2:5][O:4][CH2:3][CH2:2]1.[CH:17](=O)[CH2:18][CH3:19].C(O[BH-](O[C:31](=O)[CH3:32])OC(=O)C)(=O)C.[Na+].Cl[CH:36](Cl)C. Product: [N:1]1([C:7]2[S:8][C:9]3[C:15]([N:16]([CH2:36][CH2:31][CH3:32])[CH2:17][CH2:18][CH3:19])=[CH:14][CH:13]=[CH:12][C:10]=3[N:11]=2)[CH2:2][CH2:3][O:4][CH2:5][CH2:6]1. The catalyst class is: 15.